Dataset: Orexin1 receptor HTS with 218,158 compounds and 233 confirmed actives. Task: Binary Classification. Given a drug SMILES string, predict its activity (active/inactive) in a high-throughput screening assay against a specified biological target. (1) The compound is S(=O)(=O)(N(C1CCCCC1)C)c1cc([N+]([O-])=O)c(SCC(OCC)=O)cc1. The result is 0 (inactive). (2) The molecule is Brc1cc(C(=O)Nc2ccc(N3CCCC3)cc2)c(OC)cc1. The result is 0 (inactive). (3) The compound is Clc1cc(Nc2nc(nc3n(ncc23)C)NC)ccc1C. The result is 1 (active). (4) The drug is Clc1c(NC(=O)C(OC(=O)c2ccncc2)C)cc(S(=O)(=O)N2CCCCC2)cc1. The result is 0 (inactive). (5) The molecule is s1c(c(nc1NC(=O)/C=C\c1ccccc1)C)C(=O)NCC(OCC)=O. The result is 0 (inactive). (6) The compound is S(=O)(=O)(Nc1ccc(OC)cc1)c1cc(C(=O)N2CCCC2)ccc1. The result is 0 (inactive).